From a dataset of Reaction yield outcomes from USPTO patents with 853,638 reactions. Predict the reaction yield, written as a fraction of the theoretical maximum amount of product (1.0 means a 100% yield; for example, 0.34 means a 34% yield). (1) The yield is 0.460. The product is [CH:5]([NH:8][C:11]([C:13]1[O:17][N:16]=[C:15]([O:18][CH2:19][C:20]2[C:21]([C:27]3[CH:32]=[CH:31][C:30]([F:33])=[CH:29][CH:28]=3)=[N:22][O:23][C:24]=2[CH2:25][OH:26])[CH:14]=1)=[O:10])([CH3:7])[CH3:6]. The catalyst is CCCCCC.O1CCOCC1. The reactants are C[Al](C)C.[CH:5]([NH2:8])([CH3:7])[CH3:6].C[O:10][C:11]([C:13]1[O:17][N:16]=[C:15]([O:18][CH2:19][C:20]2[C:21]([C:27]3[CH:32]=[CH:31][C:30]([F:33])=[CH:29][CH:28]=3)=[N:22][O:23][C:24]=2[CH2:25][OH:26])[CH:14]=1)=O. (2) The reactants are [S:1]1[C:5]2[CH:6]=[CH:7][CH:8]=[CH:9][C:4]=2[N:3]=[C:2]1[N:10]1[C:14](=[O:15])[C:13](=[CH:16][N:17](C)C)[C:12]([C:20]2[CH:25]=[CH:24][CH:23]=[C:22]([Br:26])[CH:21]=2)=[N:11]1. The catalyst is N.CO. The product is [NH2:17][CH:16]=[C:13]1[C:12]([C:20]2[CH:25]=[CH:24][CH:23]=[C:22]([Br:26])[CH:21]=2)=[N:11][N:10]([C:2]2[S:1][C:5]3[CH:6]=[CH:7][CH:8]=[CH:9][C:4]=3[N:3]=2)[C:14]1=[O:15]. The yield is 0.880. (3) The reactants are [CH3:1][C:2]([CH3:7])=[CH:3][C:4](O)=[O:5].[Cl-].[Al+3].[Cl-].[Cl-].[CH:12]1[CH:17]=[CH:16][CH:15]=[CH:14][CH:13]=1. No catalyst specified. The product is [CH3:1][C:2]1([CH3:7])[C:17]2[C:12](=[CH:13][CH:14]=[CH:15][CH:16]=2)[C:4](=[O:5])[CH2:3]1. The yield is 0.730. (4) The reactants are [Mn]([O-])(=O)(=O)=[O:2].[K+].[Cl:7][C:8]1[CH:17]=[C:16]2[C:11]([CH:12]=[C:13]([CH2:18][OH:19])[N:14]=[CH:15]2)=[CH:10][N:9]=1. The catalyst is O.[OH-].[Na+]. The product is [Cl:7][C:8]1[CH:17]=[C:16]2[C:11]([CH:12]=[C:13]([C:18]([OH:2])=[O:19])[N:14]=[CH:15]2)=[CH:10][N:9]=1. The yield is 0.500. (5) The catalyst is CCO. The reactants are [OH:1][C:2]1[C:3]([N+:11]([O-])=O)=[CH:4][C:5]([CH3:10])=[C:6]([CH:9]=1)[C:7]#[N:8].CCOC(C)=O. The yield is 0.950. The product is [NH2:11][C:3]1[C:2]([OH:1])=[CH:9][C:6]([C:7]#[N:8])=[C:5]([CH3:10])[CH:4]=1. (6) The reactants are [OH:1][C:2]1[CH:3]=[C:4]2[C:13](=[CH:14][C:15]=1[CH2:16][CH2:17][C:18]([O:20]C)=[O:19])[N+:12]([O-])=[C:11]1[C:6](=[CH:7][C:8](=[O:23])[CH:9]=[CH:10]1)[O:5]2.S(S([O-])=O)([O-])=O.[Na+].[Na+]. The catalyst is [OH-].[Na+]. The product is [OH:1][C:2]1[CH:3]=[C:4]2[C:13](=[CH:14][C:15]=1[CH2:16][CH2:17][C:18]([OH:20])=[O:19])[N:12]=[C:11]1[C:6](=[CH:7][C:8](=[O:23])[CH:9]=[CH:10]1)[O:5]2. The yield is 0.680.